From a dataset of NCI-60 drug combinations with 297,098 pairs across 59 cell lines. Regression. Given two drug SMILES strings and cell line genomic features, predict the synergy score measuring deviation from expected non-interaction effect. Drug 1: CNC(=O)C1=CC=CC=C1SC2=CC3=C(C=C2)C(=NN3)C=CC4=CC=CC=N4. Drug 2: COC1=C(C=C2C(=C1)N=CN=C2NC3=CC(=C(C=C3)F)Cl)OCCCN4CCOCC4. Cell line: HOP-62. Synergy scores: CSS=17.2, Synergy_ZIP=0.234, Synergy_Bliss=8.36, Synergy_Loewe=5.34, Synergy_HSA=5.89.